From a dataset of Catalyst prediction with 721,799 reactions and 888 catalyst types from USPTO. Predict which catalyst facilitates the given reaction. (1) Reactant: [F:1][C:2]1[CH:7]=[CH:6][C:5]([C:8]2[O:9][CH:10]=[C:11]([C:13](=[O:33])[CH2:14][NH:15][C:16](=[O:32])[C:17]3[CH:22]=[CH:21][CH:20]=[C:19]([C:23]4[N:27]=[C:26]([C:28]([F:31])([F:30])[F:29])[O:25][N:24]=4)[CH:18]=3)[N:12]=2)=[CH:4][CH:3]=1.[CH3:34][Mg]Cl. Product: [F:1][C:2]1[CH:3]=[CH:4][C:5]([C:8]2[O:9][CH:10]=[C:11]([C:13]([OH:33])([CH3:34])[CH2:14][NH:15][C:16](=[O:32])[C:17]3[CH:22]=[CH:21][CH:20]=[C:19]([C:23]4[N:27]=[C:26]([C:28]([F:30])([F:29])[F:31])[O:25][N:24]=4)[CH:18]=3)[N:12]=2)=[CH:6][CH:7]=1. The catalyst class is: 1. (2) Reactant: [CH3:1][O:2][CH2:3][O:4][C:5]1[C:25]([N+:26]([O-])=O)=[CH:24][C:8]2[CH:9]([NH:15][CH2:16][CH2:17][C:18]3[CH:23]=[CH:22][CH:21]=[CH:20][CH:19]=3)[CH2:10][C:11]([CH3:14])([CH3:13])[O:12][C:7]=2[CH:6]=1.C([OH:31])C. Product: [NH2:26][C:25]1[C:5]([O:4][CH2:3][O:2][CH3:1])=[CH:6][C:7]2[O:12][C:11]([CH3:14])([CH3:13])[C@@H:10]([OH:31])[C@H:9]([NH:15][CH2:16][CH2:17][C:18]3[CH:23]=[CH:22][CH:21]=[CH:20][CH:19]=3)[C:8]=2[CH:24]=1. The catalyst class is: 719.